From a dataset of Catalyst prediction with 721,799 reactions and 888 catalyst types from USPTO. Predict which catalyst facilitates the given reaction. (1) Reactant: [CH3:1][O:2][C:3]1[CH:8]=[CH:7][C:6]([NH:9][C:10](=[O:19])[CH2:11][C:12]([CH3:18])([CH3:17])[CH2:13][C:14]([OH:16])=O)=[CH:5][CH:4]=1.S(Cl)(Cl)=O. Product: [CH3:1][O:2][C:3]1[CH:8]=[CH:7][C:6]([N:9]2[C:10](=[O:19])[CH2:11][C:12]([CH3:18])([CH3:17])[CH2:13][C:14]2=[O:16])=[CH:5][CH:4]=1. The catalyst class is: 373. (2) Reactant: I[C:2]1[CH:3]=[C:4]2[C:8](=[CH:9][CH:10]=1)[CH2:7][N:6]([C:11]([C:24]1[CH:29]=[CH:28][CH:27]=[CH:26][CH:25]=1)([C:18]1[CH:23]=[CH:22][CH:21]=[CH:20][CH:19]=1)[C:12]1[CH:17]=[CH:16][CH:15]=[CH:14][CH:13]=1)[CH2:5]2.[CH:30]#[C:31][CH2:32][CH2:33][CH2:34][CH2:35][CH2:36][CH3:37]. Product: [C:30]([C:2]1[CH:3]=[C:4]2[C:8](=[CH:9][CH:10]=1)[CH2:7][N:6]([C:11]([C:18]1[CH:19]=[CH:20][CH:21]=[CH:22][CH:23]=1)([C:12]1[CH:13]=[CH:14][CH:15]=[CH:16][CH:17]=1)[C:24]1[CH:25]=[CH:26][CH:27]=[CH:28][CH:29]=1)[CH2:5]2)#[C:31][CH2:32][CH2:33][CH2:34][CH2:35][CH2:36][CH3:37]. The catalyst class is: 122. (3) Reactant: [CH3:1][N:2]([CH3:17])[C:3]([C:5]1[CH:14]=[CH:13][C:12]2[C:7](=[CH:8][CH:9]=[CH:10][C:11]=2[C:15]#[N:16])[CH:6]=1)=[O:4].[NH4+].[OH-].[H][H]. Product: [CH3:1][N:2]([CH3:17])[C:3]([C:5]1[CH:14]=[CH:13][C:12]2[C:7](=[CH:8][CH:9]=[CH:10][C:11]=2[CH2:15][NH2:16])[CH:6]=1)=[O:4]. The catalyst class is: 592. (4) Reactant: [NH2:1][C:2]1[CH:3]=[CH:4][CH:5]=[C:6]2[C:11]=1[N:10]=[CH:9][CH:8]=[CH:7]2.[CH3:12][S:13](Cl)(=[O:15])=[O:14]. Product: [CH3:12][S:13]([NH:1][C:2]1[CH:3]=[CH:4][CH:5]=[C:6]2[C:11]=1[N:10]=[CH:9][CH:8]=[CH:7]2)(=[O:15])=[O:14]. The catalyst class is: 17.